From a dataset of Reaction yield outcomes from USPTO patents with 853,638 reactions. Predict the reaction yield, written as a fraction of the theoretical maximum amount of product (1.0 means a 100% yield; for example, 0.34 means a 34% yield). (1) The reactants are C(O)(=O)[C@@H]([C@H](C(O)=O)O)O.[CH2:11]([O:13][C:14](=[O:32])[C:15]([CH3:31])([O:17][C:18]1[CH:23]=[C:22]([CH:24]2[CH2:29][CH2:28][CH2:27][NH:26][CH2:25]2)[CH:21]=[CH:20][C:19]=1[CH3:30])[CH3:16])[CH3:12].[F:33][C:34]([F:51])([F:50])[C:35]1[CH:49]=[CH:48][C:38]([CH2:39][O:40][C:41](N2C=CN=C2)=[O:42])=[CH:37][CH:36]=1. The catalyst is C(OCC)(=O)C. The product is [F:33][C:34]([F:50])([F:51])[C:35]1[CH:49]=[CH:48][C:38]([CH2:39][O:40][C:41]([N:26]2[CH2:27][CH2:28][CH2:29][CH:24]([C:22]3[CH:21]=[CH:20][C:19]([CH3:30])=[C:18]([O:17][C:15]([C:14]([O:13][CH2:11][CH3:12])=[O:32])([CH3:31])[CH3:16])[CH:23]=3)[CH2:25]2)=[O:42])=[CH:37][CH:36]=1. The yield is 0.910. (2) The yield is 0.670. The reactants are [C:1]([C:4]1[C:5]([C:23]2[CH:28]=[CH:27][C:26]([F:29])=[C:25]([Cl:30])[CH:24]=2)=[N:6][N:7]2[CH2:12][CH:11]([CH:13]3[CH2:15][CH2:14]3)[N:10](C(OC(C)(C)C)=O)[CH2:9][C:8]=12)(=[O:3])[NH2:2].C(O)(C(F)(F)F)=O. The catalyst is C(Cl)Cl. The product is [Cl:30][C:25]1[CH:24]=[C:23]([C:5]2[C:4]([C:1]([NH2:2])=[O:3])=[C:8]3[CH2:9][NH:10][CH:11]([CH:13]4[CH2:14][CH2:15]4)[CH2:12][N:7]3[N:6]=2)[CH:28]=[CH:27][C:26]=1[F:29]. (3) The reactants are [CH:1]([C:3]1[CH:4]=[C:5]2[C:10](=[CH:11][CH:12]=1)[CH:9]=[C:8]([S:13]([CH2:16][CH2:17][C:18]([O:20][C:21]([CH3:24])([CH3:23])[CH3:22])=[O:19])(=[O:15])=[O:14])[CH:7]=[CH:6]2)=C.I([O-])(=O)(=O)=[O:26].[Na+]. The catalyst is [Os]=O. The product is [CH:1]([C:3]1[CH:4]=[C:5]2[C:10](=[CH:11][CH:12]=1)[CH:9]=[C:8]([S:13]([CH2:16][CH2:17][C:18]([O:20][C:21]([CH3:23])([CH3:24])[CH3:22])=[O:19])(=[O:14])=[O:15])[CH:7]=[CH:6]2)=[O:26]. The yield is 0.460. (4) The reactants are [CH3:1][C:2]1[C:7]2[CH:8]=[CH:9][S:10][C:6]=2[CH2:5][CH2:4][N:3]=1.C(O[BH-](OC(=O)C)OC(=O)C)(=O)C.[Na+]. No catalyst specified. The product is [CH3:1][CH:2]1[C:7]2[CH:8]=[CH:9][S:10][C:6]=2[CH2:5][CH2:4][NH:3]1. The yield is 0.250.